This data is from NCI-60 drug combinations with 297,098 pairs across 59 cell lines. The task is: Regression. Given two drug SMILES strings and cell line genomic features, predict the synergy score measuring deviation from expected non-interaction effect. Drug 1: C1=CC=C(C=C1)NC(=O)CCCCCCC(=O)NO. Drug 2: CCC1(CC2CC(C3=C(CCN(C2)C1)C4=CC=CC=C4N3)(C5=C(C=C6C(=C5)C78CCN9C7C(C=CC9)(C(C(C8N6C)(C(=O)OC)O)OC(=O)C)CC)OC)C(=O)OC)O.OS(=O)(=O)O. Cell line: A549. Synergy scores: CSS=0.174, Synergy_ZIP=4.75, Synergy_Bliss=-1.53, Synergy_Loewe=-39.7, Synergy_HSA=-1.47.